This data is from Full USPTO retrosynthesis dataset with 1.9M reactions from patents (1976-2016). The task is: Predict the reactants needed to synthesize the given product. (1) The reactants are: [F:1][C:2]1[CH:30]=[CH:29][C:5]([CH2:6][N:7]2[C:11]3=[CH:12][N:13]=[C:14]([C:19](NOC4CCCCO4)=[O:20])[C:15]([CH2:16][CH2:17][OH:18])=[C:10]3[CH:9]=[CH:8]2)=[CH:4][CH:3]=1.C1(P(C2C=CC=CC=2)C2C=CC=CC=2)C=CC=CC=1.CC(OC(/N=N/C(OC(C)C)=O)=O)C. Given the product [F:1][C:2]1[CH:3]=[CH:4][C:5]([CH2:6][N:7]2[C:11]3[C:10](=[C:15]4[CH2:16][CH2:17][O:18][C:19](=[O:20])[C:14]4=[N:13][CH:12]=3)[CH:9]=[CH:8]2)=[CH:29][CH:30]=1, predict the reactants needed to synthesize it. (2) Given the product [O:25]=[S:17]1(=[O:26])[C:18]2[CH:24]=[CH:23][CH:22]=[CH:21][C:19]=2[CH2:20][N:14]([C:4]2[CH:3]=[C:2]([NH:30][CH2:29][CH2:28][CH2:27][NH2:31])[C:11]3[C:6](=[CH:7][CH:8]=[C:9]([C:12]#[CH:13])[CH:10]=3)[N:5]=2)[CH2:15][CH2:16]1, predict the reactants needed to synthesize it. The reactants are: Cl[C:2]1[C:11]2[C:6](=[CH:7][CH:8]=[C:9]([C:12]#[CH:13])[CH:10]=2)[N:5]=[C:4]([N:14]2[CH2:20][C:19]3[CH:21]=[CH:22][CH:23]=[CH:24][C:18]=3[S:17](=[O:26])(=[O:25])[CH2:16][CH2:15]2)[CH:3]=1.[CH2:27]([NH2:31])[CH2:28][CH2:29][NH2:30]. (3) Given the product [F:17][C:3]1[C:2](=[N:19][NH2:20])[N:7]=[C:6]([CH3:8])[NH:5][C:4]=1[NH:9][CH2:10][C:11]1[CH:16]=[CH:15][CH:14]=[CH:13][N:12]=1, predict the reactants needed to synthesize it. The reactants are: Cl[C:2]1[N:7]=[C:6]([CH3:8])[N:5]=[C:4]([NH:9][CH2:10][C:11]2[CH:16]=[CH:15][CH:14]=[CH:13][N:12]=2)[C:3]=1[F:17].O.[NH2:19][NH2:20]. (4) Given the product [F:17][C:7]1[C:8]([C:12]([O:14][CH2:15][CH3:16])=[O:13])=[CH:9][C:10]2[C:5]([C:6]=1[OH:18])=[CH:4][CH:3]=[C:2]([C:25]1[CH:24]=[CH:23][C:22]([O:21][C:20]([F:19])([F:31])[F:32])=[CH:27][CH:26]=1)[CH:11]=2, predict the reactants needed to synthesize it. The reactants are: Br[C:2]1[CH:11]=[C:10]2[C:5]([C:6]([OH:18])=[C:7]([F:17])[C:8]([C:12]([O:14][CH2:15][CH3:16])=[O:13])=[CH:9]2)=[CH:4][CH:3]=1.[F:19][C:20]([F:32])([F:31])[O:21][C:22]1[CH:27]=[CH:26][C:25](B(O)O)=[CH:24][CH:23]=1.C([O-])([O-])=O.[Na+].[Na+].CN(C=O)C. (5) Given the product [N:25]([C:2]1[C:7]([CH2:8][CH2:9][CH3:10])=[C:6]([CH2:11][N:12]2[CH:16]=[CH:15][N:14]=[C:13]2[C:17]2[CH:22]=[CH:21][CH:20]=[C:19]([F:23])[N:18]=2)[N:5]=[C:4]([CH3:24])[N:3]=1)=[N+:26]=[N-:27], predict the reactants needed to synthesize it. The reactants are: Cl[C:2]1[C:7]([CH2:8][CH2:9][CH3:10])=[C:6]([CH2:11][N:12]2[CH:16]=[CH:15][N:14]=[C:13]2[C:17]2[CH:22]=[CH:21][CH:20]=[C:19]([F:23])[N:18]=2)[N:5]=[C:4]([CH3:24])[N:3]=1.[N-:25]=[N+:26]=[N-:27].[Na+]. (6) Given the product [N+:13]([C:3]1[C:2]([O:1][C@@H:22]([C:24]2[CH:29]=[CH:28][CH:27]=[CH:26][CH:25]=2)[CH2:21][N:16]2[CH:20]=[CH:19][N:18]=[CH:17]2)=[CH:11][CH:10]=[C:9]2[C:4]=1[CH2:5][CH2:6][CH2:7][C:8]2=[O:12])([O-:15])=[O:14], predict the reactants needed to synthesize it. The reactants are: [OH:1][C:2]1[C:3]([N+:13]([O-:15])=[O:14])=[C:4]2[C:9](=[CH:10][CH:11]=1)[C:8](=[O:12])[CH2:7][CH2:6][CH2:5]2.[N:16]1([CH2:21][C@@H:22]([C:24]2[CH:29]=[CH:28][CH:27]=[CH:26][CH:25]=2)O)[CH:20]=[CH:19][N:18]=[CH:17]1.C1(P(C2C=CC=CC=2)C2C=CC=CC=2)C=CC=CC=1.CCOC(/N=N/C(OCC)=O)=O. (7) Given the product [ClH:12].[Cl:12][C:11]1[CH:7]=[C:3]([C:4]([NH2:6])=[O:5])[C:1](=[NH:2])[N:25]([C@@H:23]([C:17]2[CH:18]=[CH:19][C:20]([F:22])=[CH:21][C:16]=2[F:15])[CH3:24])[CH:10]=1, predict the reactants needed to synthesize it. The reactants are: [C:1]([CH:3]([CH:7]1[C:11]([Cl:12])=[C:10](Cl)C(=O)O1)[C:4]([NH2:6])=[O:5])#[N:2].[F:15][C:16]1[CH:21]=[C:20]([F:22])[CH:19]=[CH:18][C:17]=1[C@H:23]([NH2:25])[CH3:24].C(=O)([O-])[O-].[K+].[K+]. (8) Given the product [CH:11]1[CH:10]=[CH:9][C:8]([NH:7][C:1]2[CH:2]=[CH:3][C:4]([Br:14])=[CH:5][CH:6]=2)=[CH:13][CH:12]=1, predict the reactants needed to synthesize it. The reactants are: [C:1]1([NH:7][C:8]2[CH:13]=[CH:12][CH:11]=[CH:10][CH:9]=2)[CH:6]=[CH:5][CH:4]=[CH:3][CH:2]=1.[Br-:14].[Br-].[Br-].C([N+](CCCC)(CCCC)CCCC)CCC.C([N+](CCCC)(CCCC)CCCC)CCC.C([N+](CCCC)(CCCC)CCCC)CCC.C(Cl)(Cl)Cl.C1(NC2C=CC=CC=2)C=CC=CC=1.